Dataset: Catalyst prediction with 721,799 reactions and 888 catalyst types from USPTO. Task: Predict which catalyst facilitates the given reaction. Reactant: [C:1]([C:4]1[CH:5]=[C:6]2[C:10](=[CH:11][CH:12]=1)[NH:9][C:8](=[O:13])[CH2:7]2)([OH:3])=[O:2].[CH3:14][C:15]1[C:23]2[C:18](=[CH:19][CH:20]=[CH:21][CH:22]=2)[NH:17][C:16]=1[CH:24]=O.N1CCCCC1. Product: [CH3:14][C:15]1[C:23]2[C:18](=[CH:19][CH:20]=[CH:21][CH:22]=2)[NH:17][C:16]=1[CH:24]=[C:7]1[C:6]2[C:10](=[CH:11][CH:12]=[C:4]([C:1]([OH:3])=[O:2])[CH:5]=2)[NH:9][C:8]1=[O:13]. The catalyst class is: 8.